Dataset: Forward reaction prediction with 1.9M reactions from USPTO patents (1976-2016). Task: Predict the product of the given reaction. (1) Given the reactants [CH3:1][O:2][C:3](=[O:28])[CH2:4][NH:5][CH:6]1[CH2:11][CH2:10][N:9]([CH2:12][C:13]2[CH:18]=[CH:17][CH:16]=[C:15]([O:19][C:20]3[CH:25]=[CH:24][CH:23]=[CH:22][C:21]=3[O:26][CH3:27])[CH:14]=2)[CH2:8][CH2:7]1.[C:29]1([CH:35]([CH2:39][CH3:40])[C:36](Cl)=[O:37])[CH:34]=[CH:33][CH:32]=[CH:31][CH:30]=1.C(N(CC)CC)C.CCOC(C)=O, predict the reaction product. The product is: [CH3:1][O:2][C:3](=[O:28])[CH2:4][N:5]([CH:6]1[CH2:7][CH2:8][N:9]([CH2:12][C:13]2[CH:18]=[CH:17][CH:16]=[C:15]([O:19][C:20]3[CH:25]=[CH:24][CH:23]=[CH:22][C:21]=3[O:26][CH3:27])[CH:14]=2)[CH2:10][CH2:11]1)[C:36](=[O:37])[CH:35]([C:29]1[CH:34]=[CH:33][CH:32]=[CH:31][CH:30]=1)[CH2:39][CH3:40]. (2) Given the reactants COC1C=CC(C[N:8](CC2C=CC(OC)=CC=2)[C:9]2[C:14]([Cl:15])=[C:13]([N:16]3[CH2:26][CH2:25][C:19]4([C:23](=[O:24])[NH:22][CH2:21][CH2:20]4)[CH2:18][CH2:17]3)[C:12](Br)=[CH:11][N:10]=2)=CC=1.[CH3:39][N:40]1[C:48]2[C:43](=[CH:44][C:45](B(O)O)=[CH:46][CH:47]=2)[CH:42]=[N:41]1, predict the reaction product. The product is: [NH2:8][C:9]1[C:14]([Cl:15])=[C:13]([N:16]2[CH2:26][CH2:25][C:19]3([C:23](=[O:24])[NH:22][CH2:21][CH2:20]3)[CH2:18][CH2:17]2)[C:12]([C:45]2[CH:44]=[C:43]3[C:48](=[CH:47][CH:46]=2)[N:40]([CH3:39])[N:41]=[CH:42]3)=[CH:11][N:10]=1. (3) Given the reactants [Br:1][C:2]1[CH:3]=[C:4]2[C:8](=[CH:9][CH:10]=1)[NH:7][C:6](=[O:11])[CH2:5]2.[N:12]1([CH2:17][CH2:18][CH2:19][NH:20][C:21]([C:23]2[NH:24][C:25]([CH:29]=O)=[C:26]([CH3:28])[CH:27]=2)=[O:22])[CH2:16][CH2:15][CH2:14][CH2:13]1, predict the reaction product. The product is: [N:12]1([CH2:17][CH2:18][CH2:19][NH:20][C:21]([C:23]2[NH:24][C:25]([CH:29]=[C:5]3[C:4]4[C:8](=[CH:9][CH:10]=[C:2]([Br:1])[CH:3]=4)[NH:7][C:6]3=[O:11])=[C:26]([CH3:28])[CH:27]=2)=[O:22])[CH2:13][CH2:14][CH2:15][CH2:16]1. (4) Given the reactants [C:1]1([S:7]([C:10]([CH:20]2[CH2:32][C:23]3[NH:24][C:25]4[CH:26]=[CH:27][C:28]([Cl:31])=[CH:29][C:30]=4[C:22]=3[CH2:21]2)([F:19])[C:11]2[O:15][N:14]=[C:13]([C:16]([NH2:18])=O)[N:12]=2)(=[O:9])=[O:8])[CH:6]=[CH:5][CH:4]=[CH:3][CH:2]=1.P(Cl)(Cl)(Cl)=O, predict the reaction product. The product is: [C:1]1([S:7]([C:10]([CH:20]2[CH2:32][C:23]3[NH:24][C:25]4[CH:26]=[CH:27][C:28]([Cl:31])=[CH:29][C:30]=4[C:22]=3[CH2:21]2)([F:19])[C:11]2[O:15][N:14]=[C:13]([C:16]#[N:18])[N:12]=2)(=[O:9])=[O:8])[CH:2]=[CH:3][CH:4]=[CH:5][CH:6]=1. (5) Given the reactants [F:1][C:2]1[CH:7]=[CH:6][C:5]([NH:8][C:9]2[C:14]([C:15]([N:17]3[CH2:22][CH2:21][CH:20]([C:23]4[CH:28]=[CH:27][C:26]([F:29])=[CH:25][CH:24]=4)[CH2:19][CH2:18]3)=[O:16])=[CH:13][N:12]=[C:11]([S:30]([OH:33])(=[O:32])=O)[CH:10]=2)=[C:4]([CH3:34])[CH:3]=1.[NH:35]1[CH2:40][CH2:39][CH:38]([NH:41][C:42](=[O:48])[O:43][C:44]([CH3:47])([CH3:46])[CH3:45])[CH2:37][CH2:36]1, predict the reaction product. The product is: [F:1][C:2]1[CH:7]=[CH:6][C:5]([NH:8][C:9]2[C:14]([C:15]([N:17]3[CH2:22][CH2:21][CH:20]([C:23]4[CH:24]=[CH:25][C:26]([F:29])=[CH:27][CH:28]=4)[CH2:19][CH2:18]3)=[O:16])=[CH:13][N:12]=[C:11]([S:30]([N:35]3[CH2:36][CH2:37][CH:38]([NH:41][C:42](=[O:48])[O:43][C:44]([CH3:46])([CH3:45])[CH3:47])[CH2:39][CH2:40]3)(=[O:32])=[O:33])[CH:10]=2)=[C:4]([CH3:34])[CH:3]=1. (6) Given the reactants [Cl:1][C:2]1[C:7]([CH3:8])=[C:6](Cl)[N:5]=[CH:4][N:3]=1.[Br-].[CH2:11]([Zn+])[C:12]1[CH:17]=[CH:16][CH:15]=[CH:14][CH:13]=1, predict the reaction product. The product is: [Cl:1][C:2]1[C:7]([CH3:8])=[C:6]([CH2:11][C:12]2[CH:17]=[CH:16][CH:15]=[CH:14][CH:13]=2)[N:5]=[CH:4][N:3]=1. (7) Given the reactants [CH3:1][O:2][C:3]1[CH:4]=[C:5]2[C:9](=[CH:10][CH:11]=1)[NH:8][C:7]([C:12]([O:14][CH2:15][CH3:16])=[O:13])=[CH:6]2.[H-].[Na+].[Cl:19][CH:20](Cl)[CH3:21].[I-].[K+], predict the reaction product. The product is: [Cl:19][CH2:20][CH2:21][N:8]1[C:9]2[C:5](=[CH:4][C:3]([O:2][CH3:1])=[CH:11][CH:10]=2)[CH:6]=[C:7]1[C:12]([O:14][CH2:15][CH3:16])=[O:13]. (8) Given the reactants ClCCCO[CH:6]1[C:15]2[C:10](=CC=CC=2)[CH:9](C2C=NC=CC=2)[CH2:8][N:7]1[CH3:22].[CH3:23][N:24]1[CH2:33][CH:32]([C:34]2[CH:35]=[N:36][CH:37]=[CH:38][CH:39]=2)[C:31]2[C:26](=[CH:27][C:28]([OH:40])=[CH:29][CH:30]=2)[CH2:25]1.Br[CH2:42][CH2:43]CCl.C([O-])([O-])=O.[K+].[K+], predict the reaction product. The product is: [CH3:23][N:24]1[CH2:33][CH:32]([C:34]2[CH:35]=[N:36][CH:37]=[CH:38][CH:39]=2)[C:31]2[C:26](=[CH:27][C:28]([O:40][CH2:42][CH2:43][CH2:22][N:7]3[CH2:6][CH2:15][CH2:10][CH2:9][CH2:8]3)=[CH:29][CH:30]=2)[CH2:25]1. (9) Given the reactants Cl.[Cl:2][CH2:3][C:4]1[N:5]=[C:6]([NH2:9])[S:7][CH:8]=1.[C:10](O[C:10]([O:12][C:13]([CH3:16])([CH3:15])[CH3:14])=[O:11])([O:12][C:13]([CH3:16])([CH3:15])[CH3:14])=[O:11].C(N(CC)CC)C, predict the reaction product. The product is: [Cl:2][CH2:3][C:4]1[N:5]=[C:6]([NH:9][C:10](=[O:11])[O:12][C:13]([CH3:16])([CH3:15])[CH3:14])[S:7][CH:8]=1.